From a dataset of TCR-epitope binding with 47,182 pairs between 192 epitopes and 23,139 TCRs. Binary Classification. Given a T-cell receptor sequence (or CDR3 region) and an epitope sequence, predict whether binding occurs between them. (1) The epitope is MMISAGFSL. The TCR CDR3 sequence is CASSVQGITNEKLFF. Result: 0 (the TCR does not bind to the epitope). (2) The epitope is KLPDDFTGCV. The TCR CDR3 sequence is CATGTRDSNQPQHF. Result: 0 (the TCR does not bind to the epitope). (3) The epitope is SFHSLHLLF. The TCR CDR3 sequence is CASSLAPGALNTEAFF. Result: 0 (the TCR does not bind to the epitope). (4) The epitope is GPGHKARVL. The TCR CDR3 sequence is CASSSGQISYNEQFF. Result: 0 (the TCR does not bind to the epitope). (5) The epitope is FPPTSFGPL. Result: 1 (the TCR binds to the epitope). The TCR CDR3 sequence is CASSQDGGSYEQYF.